From a dataset of HIV replication inhibition screening data with 41,000+ compounds from the AIDS Antiviral Screen. Binary Classification. Given a drug SMILES string, predict its activity (active/inactive) in a high-throughput screening assay against a specified biological target. (1) The molecule is O=C1OC(c2ccccc2)=NC1=Cc1ccc(Oc2ccc(Cl)c(Cl)c2)cc1. The result is 0 (inactive). (2) The drug is CC1(C)C=C(N2CCN(C3=CC(C)(C)NC(C)(C)C3)CC2)CC(C)(C)N1. The result is 0 (inactive). (3) The result is 0 (inactive). The compound is Cc1[nH]c(=N)sc1C(=O)C=Cc1ccc([N+](=O)[O-])cc1. (4) The compound is CC12CCC3=NCCCN3C1=CCC1C2CCC2(C)C1CCC2(C)O. The result is 0 (inactive).